From a dataset of Catalyst prediction with 721,799 reactions and 888 catalyst types from USPTO. Predict which catalyst facilitates the given reaction. Reactant: Cl[C:2]1[C:7]([OH:8])=[CH:6][CH:5]=[C:4]([CH3:9])[N:3]=1.[CH3:10][O-:11].[Na+].CO.O. Product: [CH3:10][O:11][C:2]1[C:7]([OH:8])=[CH:6][CH:5]=[C:4]([CH3:9])[N:3]=1. The catalyst class is: 15.